This data is from Reaction yield outcomes from USPTO patents with 853,638 reactions. The task is: Predict the reaction yield, written as a fraction of the theoretical maximum amount of product (1.0 means a 100% yield; for example, 0.34 means a 34% yield). (1) The reactants are C(=O)([O-])[O-].[K+].[K+].[CH2:7]([C@H:9]1[CH2:14][O:13][CH2:12][CH2:11][N:10]1S(C1C=CC=CC=1[N+]([O-])=O)(=O)=O)[CH3:8].BrC1C=CC(S)=CC=1.[Br:35][C:36]1[CH:44]=[CH:43][C:39]([C:40](O)=[O:41])=[CH:38][CH:37]=1.ON1C2C=CC=CC=2N=N1.Cl.C(N=C=NCCCN(C)C)C.C(=O)([O-])O.[Na+]. The catalyst is CN(C)C=O. The product is [Br:35][C:36]1[CH:44]=[CH:43][C:39]([C:40]([N:10]2[CH2:11][CH2:12][O:13][CH2:14][C@@H:9]2[CH2:7][CH3:8])=[O:41])=[CH:38][CH:37]=1. The yield is 0.720. (2) The reactants are [CH3:1][C:2]1[CH:15]=[C:14]([S:16][CH2:17][CH2:18][CH3:19])[C:13]2[C:4](=[C:5]3[C:10](=[CH:11][CH:12]=2)[CH:9]=[CH:8][CH:7]=[N:6]3)[N:3]=1.[O:20]1CCOCC1. The catalyst is O. The product is [CH2:17]([S:16][C:14]1[C:13]2[C:4](=[C:5]3[C:10](=[CH:11][CH:12]=2)[CH:9]=[CH:8][CH:7]=[N:6]3)[N:3]=[C:2]([CH:1]=[O:20])[CH:15]=1)[CH2:18][CH3:19]. The yield is 0.270. (3) The reactants are [Cl:1][C:2]1[N:7]=[C:6](I)[N:5]=[C:4]([N:9]2[CH2:14][CH2:13][O:12][CH2:11][CH2:10]2)[CH:3]=1.C[C:16]([N:18](C)C)=O. The catalyst is C1C=CC(/C=C/C(/C=C/C2C=CC=CC=2)=O)=CC=1.C1C=CC(/C=C/C(/C=C/C2C=CC=CC=2)=O)=CC=1.C1C=CC(/C=C/C(/C=C/C2C=CC=CC=2)=O)=CC=1.[Pd].[Pd].C1(P(C2C=CC=CC=2)[C-]2C=CC=C2)C=CC=CC=1.[C-]1(P(C2C=CC=CC=2)C2C=CC=CC=2)C=CC=C1.[Fe+2].[Zn].[C-]#N.[Zn+2].[C-]#N. The product is [Cl:1][C:2]1[CH:3]=[C:4]([N:9]2[CH2:14][CH2:13][O:12][CH2:11][CH2:10]2)[N:5]=[C:6]([C:16]#[N:18])[N:7]=1. The yield is 0.660. (4) The product is [CH2:1]([O:3][C:4]([C:6]1[CH:7]=[C:8]2[C:13](=[CH:14][CH:15]=1)[NH:12][CH:11]([C:16]1[CH:17]=[N:18][CH:19]=[C:20]([Br:22])[CH:21]=1)[C:10]([CH3:23])([CH3:24])[CH2:9]2)=[O:5])[CH3:2]. The catalyst is FC(F)(F)C(O)=O. The yield is 0.280. The reactants are [CH2:1]([O:3][C:4]([C:6]1[CH:7]=[C:8]2[C:13](=[CH:14][CH:15]=1)[NH:12][CH:11]([C:16]1[CH:17]=[N:18][CH:19]=[C:20]([Br:22])[CH:21]=1)[C:10]([CH3:24])([CH3:23])[CH:9]2O)=[O:5])[CH3:2].C([SiH](CC)CC)C. (5) The reactants are COC[O:4][C:5]1[CH:6]=[CH:7][C:8]([O:14][CH2:15][C:16]2[CH:21]=[CH:20][C:19]([O:22][CH2:23][C:24]3[N:25]=[C:26]([C:30]4[CH:35]=[CH:34][CH:33]=[CH:32][CH:31]=4)[O:27][C:28]=3[CH3:29])=[CH:18][CH:17]=2)=[C:9]([CH2:11][C:12]#[N:13])[CH:10]=1.S(=O)(=O)(O)O.O1CCCC1. The catalyst is O. The product is [OH:4][C:5]1[CH:6]=[CH:7][C:8]([O:14][CH2:15][C:16]2[CH:17]=[CH:18][C:19]([O:22][CH2:23][C:24]3[N:25]=[C:26]([C:30]4[CH:31]=[CH:32][CH:33]=[CH:34][CH:35]=4)[O:27][C:28]=3[CH3:29])=[CH:20][CH:21]=2)=[C:9]([CH2:11][C:12]#[N:13])[CH:10]=1. The yield is 0.680. (6) The reactants are [F:1][C:2]1[CH:3]=[C:4]2[CH:10]=[C:9]([C:11]([C:16]3[CH:21]=[CH:20][C:19]([S:22]([CH3:25])(=[O:24])=[O:23])=[CH:18][CH:17]=3)=[CH:12][CH:13]([CH3:15])[CH3:14])[NH:8][C:5]2=[N:6][CH:7]=1. The catalyst is [Pd].CO. The product is [F:1][C:2]1[CH:3]=[C:4]2[CH:10]=[C:9]([CH:11]([C:16]3[CH:17]=[CH:18][C:19]([S:22]([CH3:25])(=[O:23])=[O:24])=[CH:20][CH:21]=3)[CH2:12][CH:13]([CH3:15])[CH3:14])[NH:8][C:5]2=[N:6][CH:7]=1. The yield is 0.630. (7) The reactants are [O:1]=[CH:2][C:3]1[CH:11]=[CH:10][C:8]([OH:9])=[C:5]([O:6][CH3:7])[CH:4]=1.[CH3:12][CH:13]1[O:17]C(=O)[O:15][C:14]1=O.C(=O)=O. The catalyst is ClCCl.C(N(CC)CC)C. The product is [C:14]([C:2]([C:3]1[CH:11]=[CH:10][C:8]([OH:9])=[C:5]([O:6][CH3:7])[CH:4]=1)=[O:1])(=[O:15])[CH:13]([CH3:12])[OH:17]. The yield is 0.900.